Binary Classification. Given a T-cell receptor sequence (or CDR3 region) and an epitope sequence, predict whether binding occurs between them. From a dataset of TCR-epitope binding with 47,182 pairs between 192 epitopes and 23,139 TCRs. The epitope is FIAGLIAIV. The TCR CDR3 sequence is CASSPDSSGTPYEQYF. Result: 1 (the TCR binds to the epitope).